This data is from Full USPTO retrosynthesis dataset with 1.9M reactions from patents (1976-2016). The task is: Predict the reactants needed to synthesize the given product. (1) Given the product [OH:6][CH2:5][C:4]1[CH:8]=[CH:9][C:10]([I:11])=[C:2]([OH:1])[CH:3]=1, predict the reactants needed to synthesize it. The reactants are: [OH:1][C:2]1[CH:3]=[C:4]([CH:8]=[CH:9][C:10]=1[I:11])[C:5](O)=[O:6].B.C1COCC1.O. (2) Given the product [NH2:4][C:3]1[C:5]2[C:10](=[N:9][C:8]([C:12]3[CH:17]=[CH:16][C:15]([O:18][CH3:19])=[CH:14][CH:13]=3)=[C:7]([C:20]([O:22][CH2:23][CH3:24])=[O:21])[C:6]=2[C:25]2[CH:30]=[CH:29][CH:28]=[CH:27][C:26]=2[N+:31]([O-:33])=[O:32])[NH:2][N:1]=1, predict the reactants needed to synthesize it. The reactants are: [NH2:1][NH2:2].[C:3]([C:5]1[C:10](=S)[NH:9][C:8]([C:12]2[CH:17]=[CH:16][C:15]([O:18][CH3:19])=[CH:14][CH:13]=2)=[C:7]([C:20]([O:22][CH2:23][CH3:24])=[O:21])[C:6]=1[C:25]1[CH:30]=[CH:29][CH:28]=[CH:27][C:26]=1[N+:31]([O-:33])=[O:32])#[N:4]. (3) The reactants are: [Cl:1][C:2]1[CH:3]=[C:4]2[C:9](=[CH:10][CH:11]=1)[N:8]=[C:7]([O:12]CC1C=CC(OC)=CC=1)[C:6]([CH2:22][CH2:23][CH3:24])=[C:5]2[O:25][C:26]#[C:27][CH:28]1[CH2:30][CH2:29]1.[N+]([O-])([O-])=O.[Ce+4].[NH4+].[N+]([O-])([O-])=O.[N+]([O-])([O-])=O.[N+]([O-])([O-])=O.[N+]([O-])([O-])=O. Given the product [Cl:1][C:2]1[CH:3]=[C:4]2[C:9](=[CH:10][CH:11]=1)[NH:8][C:7](=[O:12])[C:6]([CH2:22][CH2:23][CH3:24])=[C:5]2[O:25][C:26]#[C:27][CH:28]1[CH2:30][CH2:29]1, predict the reactants needed to synthesize it. (4) Given the product [CH3:66][C:67]1([CH3:81])[CH2:71][C:70]2[CH:72]=[CH:73][CH:74]=[C:75]([N:11]3[CH2:12][CH2:13][N:8]([C:6]([O:5][C:1]([CH3:4])([CH3:2])[CH3:3])=[O:7])[CH2:9][CH2:10]3)[C:69]=2[O:68]1, predict the reactants needed to synthesize it. The reactants are: [C:1]([O:5][C:6]([N:8]1[CH2:13][CH2:12][NH:11][CH2:10][CH2:9]1)=[O:7])([CH3:4])([CH3:3])[CH3:2].C(=O)([O-])[O-].[Cs+].[Cs+].C1(P(C2C=CC=CC=2)C2C=CC3C(=CC=CC=3)C=2C2C3C(=CC=CC=3)C=CC=2P(C2C=CC=CC=2)C2C=CC=CC=2)C=CC=CC=1.[CH3:66][C:67]1([CH3:81])[CH2:71][C:70]2[CH:72]=[CH:73][CH:74]=[C:75](CS([O-])(=O)=O)[C:69]=2[O:68]1. (5) Given the product [C:29]1([C@H:27]([NH:26][C@H:22]2[CH2:23][CH2:24][CH2:25][C@H:20]([C:17]3[CH:16]=[CH:15][C:14]([C:13]([NH:12][C@H:4]([CH2:5][C:6]4[CH:7]=[CH:8][CH:9]=[CH:10][CH:11]=4)[C:3]([OH:40])=[O:2])=[O:39])=[CH:19][CH:18]=3)[CH2:21]2)[CH3:28])[C:38]2[C:33](=[CH:34][CH:35]=[CH:36][CH:37]=2)[CH:32]=[CH:31][CH:30]=1, predict the reactants needed to synthesize it. The reactants are: C[O:2][C:3](=[O:40])[CH:4]([NH:12][C:13](=[O:39])[C:14]1[CH:19]=[CH:18][C:17]([CH:20]2[CH2:25][CH2:24][CH2:23][CH:22]([NH:26][CH:27]([C:29]3[C:38]4[C:33](=[CH:34][CH:35]=[CH:36][CH:37]=4)[CH:32]=[CH:31][CH:30]=3)[CH3:28])[CH2:21]2)=[CH:16][CH:15]=1)[CH2:5][C:6]1[CH:11]=[CH:10][CH:9]=[CH:8][CH:7]=1.COC(=O)[C@H](NC(=O)C1C=CC([C@H]2CCC[C@H](N[C@@H](C3C4C(=CC=CC=4)C=CC=3)C)C2)=CC=1)CC1C=CC=CC=1.[Li+].[OH-]. (6) Given the product [Br:1][C:2]1[C:3]([N:29]2[CH2:30][C@@H:26]([O:25][CH3:24])[C@H:27]([OH:31])[CH2:28]2)=[N:4][CH:5]=[C:6]([CH:21]=1)[C:7]([NH:9][C:10]1[CH:15]=[CH:14][C:13]([O:16][C:17]([F:20])([F:19])[F:18])=[CH:12][CH:11]=1)=[O:8], predict the reactants needed to synthesize it. The reactants are: [Br:1][C:2]1[C:3](Cl)=[N:4][CH:5]=[C:6]([CH:21]=1)[C:7]([NH:9][C:10]1[CH:15]=[CH:14][C:13]([O:16][C:17]([F:20])([F:19])[F:18])=[CH:12][CH:11]=1)=[O:8].Cl.[CH3:24][O:25][C@@H:26]1[CH2:30][NH:29][CH2:28][C@H:27]1[OH:31]. (7) The reactants are: [C:1]1([C:7]2[NH:8][CH:9]=[C:10]([CH:12]=[O:13])[N:11]=2)[CH:6]=[CH:5][CH:4]=[CH:3][CH:2]=1.[H-].[Na+].[S:16]1[CH:20]=[CH:19][CH:18]=[C:17]1[S:21](Cl)(=[O:23])=[O:22].C(=O)([O-])O.[Na+]. Given the product [C:1]1([C:7]2[N:8]([S:21]([C:17]3[S:16][CH:20]=[CH:19][CH:18]=3)(=[O:23])=[O:22])[CH:9]=[C:10]([CH:12]=[O:13])[N:11]=2)[CH:2]=[CH:3][CH:4]=[CH:5][CH:6]=1, predict the reactants needed to synthesize it. (8) Given the product [ClH:52].[ClH:52].[Br:1][C:2]1[CH:3]=[C:4]([CH:9]=[C:10]([CH2:12][N:13]([CH2:15][CH2:16][CH2:17][CH3:18])[CH3:14])[CH:11]=1)[C:5]([NH:54][C@@H:55]([CH2:71][C:72]1[CH:73]=[C:74]([F:79])[CH:75]=[C:76]([F:78])[CH:77]=1)[C@H:56]([OH:70])[CH2:57][NH:58][CH2:59][C:60]1[CH:65]=[CH:64][CH:63]=[C:62]([C:66]([F:67])([F:68])[F:69])[CH:61]=1)=[O:7], predict the reactants needed to synthesize it. The reactants are: [Br:1][C:2]1[CH:3]=[C:4]([CH:9]=[C:10]([CH2:12][N:13]([CH2:15][CH2:16][CH2:17][CH3:18])[CH3:14])[CH:11]=1)[C:5]([O:7]C)=O.C(N(C(C)C)CC)(C)C.CN(C(ON1N=NC2C=CC=NC1=2)=[N+](C)C)C.F[P-](F)(F)(F)(F)F.[ClH:52].Cl.[NH2:54][C@@H:55]([CH2:71][C:72]1[CH:77]=[C:76]([F:78])[CH:75]=[C:74]([F:79])[CH:73]=1)[C@H:56]([OH:70])[CH2:57][NH:58][CH2:59][C:60]1[CH:65]=[CH:64][CH:63]=[C:62]([C:66]([F:69])([F:68])[F:67])[CH:61]=1. (9) Given the product [C:12]12([NH:22][C:23](=[O:24])[NH:1][C:2]3[CH:3]=[C:4]([S:8]([NH2:11])(=[O:9])=[O:10])[CH:5]=[CH:6][CH:7]=3)[CH2:21][CH:16]3[CH2:17][CH:18]([CH2:20][CH:14]([CH2:15]3)[CH2:13]1)[CH2:19]2, predict the reactants needed to synthesize it. The reactants are: [NH2:1][C:2]1[CH:3]=[C:4]([S:8]([NH2:11])(=[O:10])=[O:9])[CH:5]=[CH:6][CH:7]=1.[C:12]12([N:22]=[C:23]=[O:24])[CH2:21][CH:16]3[CH2:17][CH:18]([CH2:20][CH:14]([CH2:15]3)[CH2:13]1)[CH2:19]2. (10) The reactants are: [I:1][C:2]1[CH:7]=[CH:6][C:5]([N+:8]([O-])=O)=[CH:4][CH:3]=1.C1(CC#N)C=CC=CC=1.N[C:21]1[CH:34]=[CH:33][C:32](Cl)=[CH:31][C:22]=1[C:23](C1C=CC=CC=1)=[O:24].N1C2C=CC=CC=2C=CC=N1.C(OP(Cl)(=O)OCC)C.[H-].[Na+].[N+](CC(OCC)=O)#[C-]. Given the product [NH2:8][C:5]1[CH:6]=[CH:7][C:2]([I:1])=[CH:3][C:4]=1[C:23]([C:22]1[CH:31]=[CH:32][CH:33]=[CH:34][CH:21]=1)=[O:24], predict the reactants needed to synthesize it.